Dataset: NCI-60 drug combinations with 297,098 pairs across 59 cell lines. Task: Regression. Given two drug SMILES strings and cell line genomic features, predict the synergy score measuring deviation from expected non-interaction effect. (1) Drug 1: COC1=C(C=C2C(=C1)N=CN=C2NC3=CC(=C(C=C3)F)Cl)OCCCN4CCOCC4. Drug 2: CC1C(C(CC(O1)OC2CC(CC3=C2C(=C4C(=C3O)C(=O)C5=C(C4=O)C(=CC=C5)OC)O)(C(=O)CO)O)N)O.Cl. Cell line: SW-620. Synergy scores: CSS=40.4, Synergy_ZIP=1.42, Synergy_Bliss=0.918, Synergy_Loewe=-12.8, Synergy_HSA=2.56. (2) Drug 1: C1CC(C1)(C(=O)O)C(=O)O.[NH2-].[NH2-].[Pt+2]. Drug 2: C1=CN(C=N1)CC(O)(P(=O)(O)O)P(=O)(O)O. Cell line: SK-MEL-5. Synergy scores: CSS=7.81, Synergy_ZIP=-3.27, Synergy_Bliss=1.57, Synergy_Loewe=-2.91, Synergy_HSA=-1.42. (3) Drug 1: CC1=C(C=C(C=C1)NC(=O)C2=CC=C(C=C2)CN3CCN(CC3)C)NC4=NC=CC(=N4)C5=CN=CC=C5. Drug 2: CN(CCCl)CCCl.Cl. Cell line: IGROV1. Synergy scores: CSS=22.8, Synergy_ZIP=-11.0, Synergy_Bliss=-1.53, Synergy_Loewe=-0.924, Synergy_HSA=0.932. (4) Drug 1: CC1=CC=C(C=C1)C2=CC(=NN2C3=CC=C(C=C3)S(=O)(=O)N)C(F)(F)F. Drug 2: C1CC(=O)NC(=O)C1N2C(=O)C3=CC=CC=C3C2=O. Cell line: HCC-2998. Synergy scores: CSS=-5.38, Synergy_ZIP=4.71, Synergy_Bliss=2.07, Synergy_Loewe=-3.07, Synergy_HSA=-4.79. (5) Drug 1: CC12CCC3C(C1CCC2=O)CC(=C)C4=CC(=O)C=CC34C. Drug 2: CCC1(C2=C(COC1=O)C(=O)N3CC4=CC5=C(C=CC(=C5CN(C)C)O)N=C4C3=C2)O.Cl. Cell line: SW-620. Synergy scores: CSS=21.6, Synergy_ZIP=-4.46, Synergy_Bliss=-1.26, Synergy_Loewe=-12.2, Synergy_HSA=-0.628. (6) Drug 2: CCC(=C(C1=CC=CC=C1)C2=CC=C(C=C2)OCCN(C)C)C3=CC=CC=C3.C(C(=O)O)C(CC(=O)O)(C(=O)O)O. Drug 1: CC1=C2C(C(=O)C3(C(CC4C(C3C(C(C2(C)C)(CC1OC(=O)C(C(C5=CC=CC=C5)NC(=O)OC(C)(C)C)O)O)OC(=O)C6=CC=CC=C6)(CO4)OC(=O)C)OC)C)OC. Cell line: 786-0. Synergy scores: CSS=58.1, Synergy_ZIP=15.0, Synergy_Bliss=14.8, Synergy_Loewe=-9.64, Synergy_HSA=16.0. (7) Drug 1: C1C(C(OC1N2C=NC3=C(N=C(N=C32)Cl)N)CO)O. Drug 2: C1=CC=C(C=C1)NC(=O)CCCCCCC(=O)NO. Cell line: M14. Synergy scores: CSS=48.9, Synergy_ZIP=8.42, Synergy_Bliss=7.32, Synergy_Loewe=-20.9, Synergy_HSA=3.31.